This data is from Full USPTO retrosynthesis dataset with 1.9M reactions from patents (1976-2016). The task is: Predict the reactants needed to synthesize the given product. (1) Given the product [CH3:8][O:7][C:5](=[O:6])[C:4]([C:9]1[CH:14]=[CH:13][CH:12]=[C:11]([CH2:15][C:16]([O:18][CH3:19])=[O:17])[CH:10]=1)([CH3:21])[C:3]([O:2][CH3:1])=[O:20], predict the reactants needed to synthesize it. The reactants are: [CH3:1][O:2][C:3](=[O:20])[CH:4]([C:9]1[CH:14]=[CH:13][CH:12]=[C:11]([CH2:15][C:16]([O:18][CH3:19])=[O:17])[CH:10]=1)[C:5]([O:7][CH3:8])=[O:6].[CH3:21]C(C)([O-])C.[K+].IC. (2) Given the product [CH3:22][S:23]([NH:9][C:8]1[CH:10]=[C:4]([CH:5]=[CH:6][C:7]=1[O:11][CH2:12][CH2:13][N:14]1[CH2:19][CH2:18][O:17][CH2:16][CH2:15]1)[CH:3]=[O:2])(=[O:25])=[O:24], predict the reactants needed to synthesize it. The reactants are: C[O:2][CH:3](OC)[C:4]1[CH:5]=[CH:6][C:7]([O:11][CH2:12][CH2:13][N:14]2[CH2:19][CH2:18][O:17][CH2:16][CH2:15]2)=[C:8]([CH:10]=1)[NH2:9].[CH3:22][S:23](Cl)(=[O:25])=[O:24].N1C=CC=CC=1.Cl.C(=O)([O-])O.[Na+]. (3) Given the product [C@@H:19]12[O:22][C@@H:15]([CH2:21][CH2:20]1)[CH2:16][N:17]([C:46]1[C:3]3[CH2:4][CH2:5][CH2:6][O:1][C:2]=3[N:51]=[C:49]([C:40]3[CH:39]=[CH:38][C:37](=[O:36])[NH:42][CH:41]=3)[N:48]=1)[CH2:18]2, predict the reactants needed to synthesize it. The reactants are: [O:1]1[CH2:6][CH2:5][CH2:4][CH2:3][C:2]1=O.O1CCCC(=O)C1.[C@@H:15]12[O:22][C@@H:19]([CH2:20][CH2:21]1)[CH2:18][NH:17][CH2:16]2.N1CCOCC1.C([O:36][C:37]1[N:42]=[CH:41][C:40](B(O)O)=[CH:39][CH:38]=1)C1C=CC=CC=1.[CH2:46]([NH:48][C:49]([NH:51]C1C=CC(B2OC(C)(C)C(C)(C)O2)=CC=1)=O)C. (4) Given the product [C:27]([NH:31][C:32]([CH:34]1[CH2:39][CH2:38][N:37]([CH2:40][C:41]2[CH:46]=[CH:45][C:44]([O:47][CH3:48])=[C:43]([NH2:49])[CH:42]=2)[CH2:36][CH2:35]1)=[O:33])([CH3:30])([CH3:29])[CH3:28], predict the reactants needed to synthesize it. The reactants are: COC1C=CC(C=O)=CC=1[N+]([O-])=O.C(NC(C1CCNCC1)=O)(C)(C)C.[C:27]([NH:31][C:32]([CH:34]1[CH2:39][CH2:38][N:37]([CH2:40][C:41]2[CH:46]=[CH:45][C:44]([O:47][CH3:48])=[C:43]([N+:49]([O-])=O)[CH:42]=2)[CH2:36][CH2:35]1)=[O:33])([CH3:30])([CH3:29])[CH3:28].